Dataset: Full USPTO retrosynthesis dataset with 1.9M reactions from patents (1976-2016). Task: Predict the reactants needed to synthesize the given product. (1) Given the product [CH3:25][N:24]([CH3:26])[CH2:23][CH2:22][N:15]1[C:14](=[O:27])[C:13]2[CH:28]=[C:9]([NH:8][C:6]([NH2:5])=[O:7])[CH:10]=[C:11]3[C:12]=2[C:17](=[CH:18][CH:19]=[CH:20]3)[C:16]1=[O:21], predict the reactants needed to synthesize it. The reactants are: C(OC(=O)[NH:5][C:6]([NH:8][C:9]1[CH:10]=[C:11]2[CH:20]=[CH:19][CH:18]=[C:17]3[C:12]2=[C:13]([CH:28]=1)[C:14](=[O:27])[N:15]([CH2:22][CH2:23][N:24]([CH3:26])[CH3:25])[C:16]3=[O:21])=[O:7])C.NC(N)=O. (2) Given the product [Cl:1][C:2]1[CH:7]=[CH:6][C:5]([NH:8][CH3:9])=[CH:4][C:3]=1[C:11]1[O:12][C:13]2[C:18]([C:19](=[O:21])[CH:20]=1)=[C:17]([OH:22])[CH:16]=[C:15]([OH:24])[C:14]=2[C@@H:26]1[CH2:30][CH2:29][N:28]([CH3:31])[C@H:27]1[CH2:32][OH:33], predict the reactants needed to synthesize it. The reactants are: [Cl:1][C:2]1[CH:7]=[CH:6][C:5]([N:8](C)[CH3:9])=[CH:4][C:3]=1[C:11]1[O:12][C:13]2[C:18]([C:19](=[O:21])[CH:20]=1)=[C:17]([O:22]C)[CH:16]=[C:15]([O:24]C)[C:14]=2[C@@H:26]1[CH2:30][CH2:29][N:28]([CH3:31])[C@H:27]1[CH2:32][OH:33].Cl.N1C=CC=CC=1. (3) Given the product [F:24][C:20]1[CH:19]=[C:18]([CH:23]=[CH:22][CH:21]=1)[CH2:17][N:14]1[C:15]([CH3:16])=[C:11]([C:10]2[C:4]3[C:5](=[N:6][CH:7]=[C:2]([C:44]4[CH:45]=[CH:46][C:41]([O:40][CH2:39][CH2:38][N:37]([CH3:61])[CH3:36])=[CH:42][CH:43]=4)[CH:3]=3)[N:8]([S:26]([C:29]3[CH:30]=[CH:31][C:32]([CH3:33])=[CH:34][CH:35]=3)(=[O:28])=[O:27])[CH:9]=2)[C:12]([CH3:25])=[N:13]1, predict the reactants needed to synthesize it. The reactants are: Br[C:2]1[CH:3]=[C:4]2[C:10]([C:11]3[C:12]([CH3:25])=[N:13][N:14]([CH2:17][C:18]4[CH:23]=[CH:22][CH:21]=[C:20]([F:24])[CH:19]=4)[C:15]=3[CH3:16])=[CH:9][N:8]([S:26]([C:29]3[CH:35]=[CH:34][C:32]([CH3:33])=[CH:31][CH:30]=3)(=[O:28])=[O:27])[C:5]2=[N:6][CH:7]=1.[CH3:36][N:37]([CH3:61])[CH2:38][CH2:39][O:40][C:41]1[CH:46]=[CH:45][C:44](B2OC(C)(C)C(C)(C)O2)=[CH:43][C:42]=1NS(C)(=O)=O.C(=O)([O-])[O-].[Na+].[Na+]. (4) Given the product [O:20]=[C:19]1[NH:1][C:2]2[CH:3]=[C:4]([C:5]#[N:6])[CH:7]=[CH:8][C:9]=2[O:10][CH2:18]1, predict the reactants needed to synthesize it. The reactants are: [NH2:1][C:2]1[CH:3]=[C:4]([CH:7]=[CH:8][C:9]=1[OH:10])[C:5]#[N:6].O.C(=O)(O)[O-].[Na+].Cl[CH2:18][C:19](Cl)=[O:20]. (5) Given the product [F:1][C:2]1[CH:3]=[C:4]([CH:5]=[CH:35][N+:32]([O-:34])=[O:33])[CH:7]=[CH:8][C:9]=1[C:10]1[S:11][C:12]2[C:17]([N:18]=1)=[CH:16][CH:15]=[C:14]([C:19]1([C:22]3[CH:27]=[CH:26][CH:25]=[CH:24][CH:23]=3)[CH2:20][CH2:21]1)[N:13]=2, predict the reactants needed to synthesize it. The reactants are: [F:1][C:2]1[CH:3]=[C:4]([CH:7]=[CH:8][C:9]=1[C:10]1[S:11][C:12]2[C:17]([N:18]=1)=[CH:16][CH:15]=[C:14]([C:19]1([C:22]3[CH:27]=[CH:26][CH:25]=[CH:24][CH:23]=3)[CH2:21][CH2:20]1)[N:13]=2)[CH:5]=O.C(O)(=O)C.[N+:32]([CH3:35])([O-:34])=[O:33].C([O-])(=O)C.[NH4+]. (6) Given the product [CH:1]1([N:4]([CH:5]2[CH2:10][CH2:9][N:8]([C:11]3[N:12]=[CH:13][C:14]([CH2:17][CH3:18])=[CH:15][N:16]=3)[CH2:7][CH2:6]2)[C:23](=[O:24])[C:22]2[CH:26]=[CH:27][C:28]([N:29]3[C:33]([CH3:34])=[N:32][CH:31]=[N:30]3)=[C:20]([F:19])[CH:21]=2)[CH2:2][CH2:3]1, predict the reactants needed to synthesize it. The reactants are: [CH:1]1([NH:4][CH:5]2[CH2:10][CH2:9][N:8]([C:11]3[N:16]=[CH:15][C:14]([CH2:17][CH3:18])=[CH:13][N:12]=3)[CH2:7][CH2:6]2)[CH2:3][CH2:2]1.[F:19][C:20]1[CH:21]=[C:22]([CH:26]=[CH:27][C:28]=1[N:29]1[C:33]([CH3:34])=[N:32][CH:31]=[N:30]1)[C:23](O)=[O:24]. (7) Given the product [CH2:10]([O:11][CH2:15][C:16]([OH:18])=[O:17])[C:3]1[CH:2]=[CH:7][CH:6]=[CH:5][CH:4]=1, predict the reactants needed to synthesize it. The reactants are: C[C:2]1[CH:7]=[C:6](C)[CH:5]=[C:4](C)[C:3]=1[CH2:10][OH:11].[H-].[Na+].I[CH2:15][C:16]([O-:18])=[O:17].[Na+]. (8) Given the product [NH2:1][C:2]1[C:6]([C:7]([NH:27][CH2:26][C@H:23]2[CH2:22][CH2:21][C@@H:20]([CH2:19][CH2:18][O:11][C:12]3[CH:13]=[CH:14][CH:15]=[CH:16][CH:17]=3)[CH2:25][CH2:24]2)=[O:9])=[CH:5][NH:4][N:3]=1, predict the reactants needed to synthesize it. The reactants are: [NH2:1][C:2]1[C:6]([C:7]([OH:9])=O)=[CH:5][NH:4][N:3]=1.Cl.[O:11]([CH2:18][CH2:19][C@@H:20]1[CH2:25][CH2:24][C@H:23]([CH2:26][NH2:27])[CH2:22][CH2:21]1)[C:12]1[CH:17]=[CH:16][CH:15]=[CH:14][CH:13]=1. (9) Given the product [ClH:1].[Cl:19][C:20]1[CH:21]=[C:22]([NH:34][C:16](=[O:18])[C:15]#[C:14][C:11]2[CH:10]=[CH:9][C:8]([C:5]3[CH:4]=[CH:3][C:2]([Cl:1])=[CH:7][CH:6]=3)=[CH:13][CH:12]=2)[CH:23]=[CH:24][C:25]=1[O:26][CH2:27][CH2:28][N:29]([CH3:30])[CH3:32], predict the reactants needed to synthesize it. The reactants are: [Cl:1][C:2]1[CH:7]=[CH:6][C:5]([C:8]2[CH:13]=[CH:12][C:11]([C:14]#[C:15][C:16]([OH:18])=O)=[CH:10][CH:9]=2)=[CH:4][CH:3]=1.[Cl:19][C:20]1[CH:21]=[C:22]([NH2:34])[CH:23]=[CH:24][C:25]=1[O:26][CH2:27][CH2:28][N:29]([CH2:32]C)[CH2:30]C.Cl.ClCl. (10) Given the product [CH2:10]([NH:9][C:6]1[CH:7]=[CH:8][C:3]([C:1]#[N:2])=[CH:4][CH:5]=1)[CH3:11], predict the reactants needed to synthesize it. The reactants are: [C:1]([C:3]1[CH:8]=[CH:7][C:6]([N:9](CC)[C:10](=O)[CH3:11])=[CH:5][CH:4]=1)#[N:2].C(=O)([O-])[O-].[K+].[K+].